The task is: Binary Classification. Given a drug SMILES string, predict its activity (active/inactive) in a high-throughput screening assay against a specified biological target.. This data is from M1 muscarinic receptor antagonist screen with 61,756 compounds. (1) The compound is O(Cc1cc([nH]c(=O)c1C#N)C)C. The result is 0 (inactive). (2) The compound is O=C1N(c2cc3c(cc(N4CCC(CC4)C)nc3cc2)C)C(=O)CC1. The result is 0 (inactive). (3) The drug is O(C(=O)N1CCN(CC1)c1ccc(NC(=O)c2ncc(nc2)C)cc1)C(C)(C)C. The result is 0 (inactive). (4) The molecule is S(=O)(=O)(N1CCN(CC1)C(=O)CCC(=O)c1sccc1)c1ccccc1. The result is 0 (inactive). (5) The drug is S(=O)(=O)(N)c1c(OC)ccc(OC)c1. The result is 0 (inactive). (6) The molecule is O1c2cc(C3n4[nH]c(nc4=NC(=C3C(=O)N)C)c3cc(ccc3)C)ccc2OC1. The result is 0 (inactive). (7) The drug is Clc1ccc(C2c3c(=O)n(CC4OCCC4)c(cc3OC(N)=C2C(OC)=O)C)cc1. The result is 0 (inactive).